Task: Predict the reactants needed to synthesize the given product.. Dataset: Full USPTO retrosynthesis dataset with 1.9M reactions from patents (1976-2016) (1) Given the product [Cl:14][C:9]1[C:8]([N+:11]([O-:13])=[O:12])=[CH:7][C:4]([C:5]#[N:15])=[CH:3][C:2]=1[OH:1], predict the reactants needed to synthesize it. The reactants are: [OH:1][C:2]1[CH:3]=[C:4]([CH:7]=[C:8]([N+:11]([O-:13])=[O:12])[C:9]=1O)[CH:5]=O.[ClH:14].[NH2:15]O.CC1C=CC(S(O)(=O)=O)=CC=1.S([O-])([O-])(=O)=O.[Mg+2]. (2) Given the product [C:1]([O:5][C:6]([NH:8][C:9]1[O:17][C:16]2[C:11](=[N:12][CH:13]=[C:14]([CH2:18][CH2:19][CH:20]=[O:21])[CH:15]=2)[C:10]=1[C:22]([O:24][CH2:25][CH3:26])=[O:23])=[O:7])([CH3:4])([CH3:3])[CH3:2], predict the reactants needed to synthesize it. The reactants are: [C:1]([O:5][C:6]([NH:8][C:9]1[O:17][C:16]2[C:11](=[N:12][CH:13]=[C:14]([CH2:18][CH2:19][CH2:20][OH:21])[CH:15]=2)[C:10]=1[C:22]([O:24][CH2:25][CH3:26])=[O:23])=[O:7])([CH3:4])([CH3:3])[CH3:2].CC(OI1(OC(C)=O)(OC(C)=O)OC(=O)C2C=CC=CC1=2)=O. (3) Given the product [N:1]1([C:10]2[CH:11]=[CH:12][C:13]([CH2:16][C:17]([NH:31][C:28]3[CH:29]=[CH:30][C:25]([N:24]([CH2:23][CH2:22][N:21]([CH3:37])[CH3:20])[CH3:36])=[C:26]([C:32]([F:33])([F:34])[F:35])[CH:27]=3)=[O:19])=[CH:14][CH:15]=2)[C:5]2[CH:6]=[CH:7][CH:8]=[CH:9][C:4]=2[N:3]=[CH:2]1, predict the reactants needed to synthesize it. The reactants are: [N:1]1([C:10]2[CH:15]=[CH:14][C:13]([CH2:16][C:17]([OH:19])=O)=[CH:12][CH:11]=2)[C:5]2[CH:6]=[CH:7][CH:8]=[CH:9][C:4]=2[N:3]=[CH:2]1.[CH3:20][N:21]([CH3:37])[CH2:22][CH2:23][N:24]([CH3:36])[C:25]1[CH:30]=[CH:29][C:28]([NH2:31])=[CH:27][C:26]=1[C:32]([F:35])([F:34])[F:33]. (4) Given the product [Br:17][C:18]1[S:22][C:21]([C:23](=[O:25])[CH2:24][C:11]([C:6]2[CH:5]=[C:4]([Cl:3])[CH:9]=[C:8]([Cl:10])[CH:7]=2)([OH:16])[C:12]([F:13])([F:14])[F:15])=[CH:20][C:19]=1[CH3:26], predict the reactants needed to synthesize it. The reactants are: [H-].[Li+].[Cl:3][C:4]1[CH:5]=[C:6]([C:11](=[O:16])[C:12]([F:15])([F:14])[F:13])[CH:7]=[C:8]([Cl:10])[CH:9]=1.[Br:17][C:18]1[S:22][C:21]([C:23](=[O:25])[CH3:24])=[CH:20][C:19]=1[CH3:26].CC(OC)(C)C. (5) Given the product [Br:1][C:2]1[C:10]2[C:5](=[N:6][C:7]([S:11](=[O:12])(=[O:13])[N:14]([CH2:20][C:21]3[CH:26]=[CH:25][C:24]([O:27][CH3:28])=[CH:23][C:22]=3[O:29][CH3:30])[C:15]3[S:19][N:18]=[CH:17][N:16]=3)=[CH:8][CH:9]=2)[N:4]([C:33]([O:35][C:36]([CH3:39])([CH3:38])[CH3:37])=[O:34])[CH:3]=1, predict the reactants needed to synthesize it. The reactants are: [Br:1][C:2]1[C:10]2[C:5](=[N:6][C:7]([S:11]([N:14]([CH2:20][C:21]3[CH:26]=[CH:25][C:24]([O:27][CH3:28])=[CH:23][C:22]=3[O:29][CH3:30])[C:15]3[S:19][N:18]=[CH:17][N:16]=3)(=[O:13])=[O:12])=[CH:8][CH:9]=2)[NH:4][CH:3]=1.[F-].[Cs+].[C:33](O[C:33]([O:35][C:36]([CH3:39])([CH3:38])[CH3:37])=[O:34])([O:35][C:36]([CH3:39])([CH3:38])[CH3:37])=[O:34].